This data is from Forward reaction prediction with 1.9M reactions from USPTO patents (1976-2016). The task is: Predict the product of the given reaction. (1) Given the reactants [CH3:1][O:2][C:3](=[O:13])[CH2:4][C:5]1[CH:10]=[CH:9][C:8](Cl)=[CH:7][C:6]=1[Cl:12].C1(P(C2CCCCC2)C2C=CC=CC=2C2C(OC)=CC=CC=2OC)CCCCC1.P([O-])([O-])([O-])=O.[K+].[K+].[K+].[CH2:51]([C:53]([C:72]1[CH:77]=[CH:76][C:75](/[CH:78]=[CH:79]/[C:80]([C:86]([F:89])([F:88])[F:87])([OH:85])[C:81]([F:84])([F:83])[F:82])=[C:74]([CH3:90])[CH:73]=1)([C:56]1[CH:61]=[CH:60][C:59](B2OC(C)(C)C(C)(C)O2)=[C:58]([CH3:71])[CH:57]=1)[CH2:54][CH3:55])[CH3:52], predict the reaction product. The product is: [CH3:1][O:2][C:3](=[O:13])[CH2:4][C:5]1[CH:10]=[CH:9][C:8]([C:59]2[CH:60]=[CH:61][C:56]([C:53]([CH2:54][CH3:55])([C:72]3[CH:77]=[CH:76][C:75](/[CH:78]=[CH:79]/[C:80]([OH:85])([C:86]([F:88])([F:89])[F:87])[C:81]([F:84])([F:83])[F:82])=[C:74]([CH3:90])[CH:73]=3)[CH2:51][CH3:52])=[CH:57][C:58]=2[CH3:71])=[CH:7][C:6]=1[Cl:12]. (2) The product is: [CH:25](=[C:23]1[CH2:22][N:19]2[C:20](=[O:21])[C:14]3[CH:13]=[C:12]([O:37][CH3:38])[C:11]([O:10][CH2:9][CH2:8][CH2:7][OH:6])=[CH:36][C:15]=3[N:16]([CH2:28][O:29][CH2:30][CH2:31][Si:32]([CH3:35])([CH3:34])[CH3:33])[C:17](=[O:27])[CH:18]2[CH2:24]1)[CH3:26]. Given the reactants C([Si](C)(C)[O:6][CH2:7][CH2:8][CH2:9][O:10][C:11]1[C:12]([O:37][CH3:38])=[CH:13][C:14]2[C:20](=[O:21])[N:19]3[CH2:22][C:23](=[CH:25][CH3:26])[CH2:24][CH:18]3[C:17](=[O:27])[N:16]([CH2:28][O:29][CH2:30][CH2:31][Si:32]([CH3:35])([CH3:34])[CH3:33])[C:15]=2[CH:36]=1)(C)(C)C, predict the reaction product. (3) Given the reactants [NH2:1][C:2]1[CH:3]=[C:4]2[C:8](=[CH:9][C:10]=1[N+:11]([O-])=O)[C:7](=O)[NH:6][C:5]2=[O:15].[Sn], predict the reaction product. The product is: [NH2:11][C:10]1[CH:9]=[C:8]2[C:4](=[CH:3][C:2]=1[NH2:1])[C:5](=[O:15])[NH:6][CH2:7]2. (4) Given the reactants [N+:1]([C:4]1[C:5]([NH:10][C:11]2[CH:16]=[CH:15][CH:14]=[CH:13][CH:12]=2)=[N:6][CH:7]=[CH:8][CH:9]=1)([O-])=O.[Cl-].[NH4+], predict the reaction product. The product is: [C:11]1([NH:10][C:5]2[C:4]([NH2:1])=[CH:9][CH:8]=[CH:7][N:6]=2)[CH:16]=[CH:15][CH:14]=[CH:13][CH:12]=1. (5) Given the reactants F[C:2]1[C:9]([Cl:10])=[CH:8][CH:7]=[CH:6][C:3]=1[CH:4]=O.[H-].[Na+].[SH:13][CH2:14][C:15]([O:17][CH3:18])=[O:16], predict the reaction product. The product is: [Cl:10][C:9]1[C:2]2[S:13][C:14]([C:15]([O:17][CH3:18])=[O:16])=[CH:4][C:3]=2[CH:6]=[CH:7][CH:8]=1. (6) Given the reactants [H-].[Na+].F[C:4]1[CH:11]=[CH:10][C:7]([CH:8]=[O:9])=[CH:6][CH:5]=1.[F:12][C:13]1[CH:18]=[CH:17][CH:16]=[CH:15][C:14]=1[CH2:19][OH:20], predict the reaction product. The product is: [F:12][C:13]1[CH:18]=[CH:17][CH:16]=[CH:15][C:14]=1[CH2:19][O:20][C:4]1[CH:11]=[CH:10][C:7]([CH:8]=[O:9])=[CH:6][CH:5]=1. (7) Given the reactants [Cl:1][C:2]1[C:7]([F:8])=[C:6]([Cl:9])[CH:5]=[CH:4][C:3]=1[C:10]([N:12]1[CH2:17][CH2:16][NH:15][C:14](=O)[CH2:13]1)=[O:11].F[B-](F)(F)F.C([O+](CC)CC)C.[CH3:31][O:32][C:33]1[N:38]=[C:37]([C:39]([NH:41][NH2:42])=O)[CH:36]=[CH:35][CH:34]=1, predict the reaction product. The product is: [Cl:1][C:2]1[C:7]([F:8])=[C:6]([Cl:9])[CH:5]=[CH:4][C:3]=1[C:10]([N:12]1[CH2:17][CH2:16][N:15]2[C:39]([C:37]3[CH:36]=[CH:35][CH:34]=[C:33]([O:32][CH3:31])[N:38]=3)=[N:41][N:42]=[C:14]2[CH2:13]1)=[O:11].